This data is from Full USPTO retrosynthesis dataset with 1.9M reactions from patents (1976-2016). The task is: Predict the reactants needed to synthesize the given product. (1) Given the product [NH2:2][C:1]1[O:14][N:13]=[C:12]([C:9]2[CH:10]=[CH:11][S:7][CH:8]=2)[C:3]=1[C:4]([NH2:6])=[O:5], predict the reactants needed to synthesize it. The reactants are: [C:1]([CH2:3][C:4]([NH2:6])=[O:5])#[N:2].[S:7]1[CH:11]=[CH:10][C:9]([CH:12](Cl)[NH:13][OH:14])=[CH:8]1. (2) Given the product [CH:11]([OH:13])=[O:12].[F:26][C:27]1[C:28]([NH:39][C:11](=[O:13])[CH2:10][CH2:9][CH2:8][N:2]2[CH2:3][CH2:4][CH2:5][CH2:6][CH2:7]2)=[N:29][NH:30][C:31]=1[C:32]1[CH:33]=[N:34][C:35]([CH3:38])=[CH:36][CH:37]=1, predict the reactants needed to synthesize it. The reactants are: Cl.[N:2]1([CH2:8][CH2:9][CH2:10][C:11]([OH:13])=[O:12])[CH2:7][CH2:6][CH2:5][CH2:4][CH2:3]1.C1N=CN(C(N2C=NC=C2)=O)C=1.[F:26][C:27]1[C:31]([C:32]2[CH:33]=[N:34][C:35]([CH3:38])=[CH:36][CH:37]=2)=[N:30][NH:29][C:28]=1[NH2:39]. (3) The reactants are: N[C:2]1[CH:3]=[C:4]([CH:7]=[CH:8][C:9]=1[F:10])[CH2:5][OH:6].S(=O)(=O)(O)O.N([O-])=O.[Na+].[I-:20].[K+]. Given the product [F:10][C:9]1[CH:8]=[CH:7][C:4]([CH2:5][OH:6])=[CH:3][C:2]=1[I:20], predict the reactants needed to synthesize it. (4) Given the product [CH3:24][N:20]1[C:21]2[C:17](=[CH:16][C:15]([N:10]3[CH2:11][CH2:12][N:8]([C:3]4[CH:4]=[N:5][CH:6]=[CH:7][C:2]=4[CH3:1])[C:9]3=[O:13])=[CH:23][CH:22]=2)[CH:18]=[N:19]1, predict the reactants needed to synthesize it. The reactants are: [CH3:1][C:2]1[CH:7]=[CH:6][N:5]=[CH:4][C:3]=1[N:8]1[CH2:12][CH2:11][NH:10][C:9]1=[O:13].Br[C:15]1[CH:16]=[C:17]2[C:21](=[CH:22][CH:23]=1)[N:20]([CH3:24])[N:19]=[CH:18]2.N[C@@H]1CCCC[C@H]1N.P([O-])([O-])([O-])=O.[K+].[K+].[K+]. (5) Given the product [CH3:12][C:2]1([CH3:1])[O:6][C@H:5]([CH2:7][NH:32][C:35](=[O:20])[O:44][CH2:37][C:38]2[CH:43]=[CH:42][CH:41]=[CH:40][CH:39]=2)[C:4](=[O:11])[O:3]1, predict the reactants needed to synthesize it. The reactants are: [CH3:1][C:2]1([CH3:12])[O:6][C@H:5]([CH2:7]C(O)=O)[C:4](=[O:11])[O:3]1.C1(P(N=[N+]=[N-])(C2C=CC=CC=2)=[O:20])C=CC=CC=1.C([N:32]([CH2:35]C)CC)C.[CH2:37]([OH:44])[C:38]1[CH:43]=[CH:42][CH:41]=[CH:40][CH:39]=1.